This data is from HIV replication inhibition screening data with 41,000+ compounds from the AIDS Antiviral Screen. The task is: Binary Classification. Given a drug SMILES string, predict its activity (active/inactive) in a high-throughput screening assay against a specified biological target. (1) The drug is CC1(C)CC(C2=NCCO2)CC(C)(C)N1. The result is 0 (inactive). (2) The compound is C=C1C2CCC3C(CCC4C5(C)CCCC43C3OCCN3C5)(C2)C1O. The result is 0 (inactive). (3) The compound is CC12CCC(=O)N1c1cccnc1N2. The result is 0 (inactive). (4) The drug is CC1=C(C(=O)O)CCC2(C)c3ccc(C(C)C)c(O)c3CCC12. The result is 0 (inactive).